This data is from Full USPTO retrosynthesis dataset with 1.9M reactions from patents (1976-2016). The task is: Predict the reactants needed to synthesize the given product. (1) Given the product [Br:1][C:2]1[N:6]2[N:7]=[C:8]([NH:18][CH2:17][CH2:16][CH2:15][C:14]([F:20])([F:19])[F:13])[CH:9]=[CH:10][C:5]2=[N:4][CH:3]=1, predict the reactants needed to synthesize it. The reactants are: [Br:1][C:2]1[N:6]2[N:7]=[C:8](F)[CH:9]=[CH:10][C:5]2=[N:4][CH:3]=1.Cl.[F:13][C:14]([F:20])([F:19])[CH2:15][CH2:16][CH2:17][NH2:18].CCN(C(C)C)C(C)C. (2) The reactants are: Br[C:2]1[C:10]2[N:9]3[CH2:11][CH2:12][NH:13][C:14](=[O:15])[C:8]3=[C:7]([CH3:16])[C:6]=2[CH:5]=[C:4]([F:17])[CH:3]=1.[CH3:18][N:19](C=O)C. Given the product [F:17][C:4]1[CH:5]=[C:6]2[C:10](=[C:2]([C:18]#[N:19])[CH:3]=1)[N:9]1[CH2:11][CH2:12][NH:13][C:14](=[O:15])[C:8]1=[C:7]2[CH3:16], predict the reactants needed to synthesize it. (3) Given the product [C:8]([O:12][C:13]([N:15]1[CH2:20][CH2:19][N:18]([C:2]2[N:7]=[CH:6][CH:5]=[CH:4][N:3]=2)[CH2:17][CH:16]1[CH3:21])=[O:14])([CH3:11])([CH3:9])[CH3:10], predict the reactants needed to synthesize it. The reactants are: Cl[C:2]1[N:7]=[CH:6][CH:5]=[CH:4][N:3]=1.[C:8]([O:12][C:13]([N:15]1[CH2:20][CH2:19][NH:18][CH2:17][CH:16]1[CH3:21])=[O:14])([CH3:11])([CH3:10])[CH3:9]. (4) Given the product [Cl:1][C:2]1[N:10]=[C:9]2[C:5]([N:6]([CH2:21][C@H:22]3[CH2:23][CH2:24][C@H:25]([CH3:28])[CH2:26][CH2:27]3)[C:7]([C:11]([C:13]3[CH:18]=[CH:17][CH:16]=[CH:15][C:14]=3[O:19][CH3:20])=[O:12])=[N:8]2)=[C:4]([C:29]2[CH:30]=[N:31][CH:32]=[C:33]([Cl:35])[CH:34]=2)[N:3]=1, predict the reactants needed to synthesize it. The reactants are: [Cl:1][C:2]1[N:10]=[C:9]2[C:5]([N:6]([CH2:21][C@H:22]3[CH2:27][CH2:26][C@H:25]([CH3:28])[CH2:24][CH2:23]3)[C:7]([CH:11]([C:13]3[CH:18]=[CH:17][CH:16]=[CH:15][C:14]=3[O:19][CH3:20])[OH:12])=[N:8]2)=[C:4]([C:29]2[CH:30]=[N:31][CH:32]=[C:33]([Cl:35])[CH:34]=2)[N:3]=1.CC(OI1(OC(C)=O)(OC(C)=O)OC(=O)C2C=CC=CC1=2)=O. (5) Given the product [C:1]([O:4][C:5]1[CH:6]=[C:7]2[C:12](=[CH:13][C:14]=1[O:15][CH3:16])[N:11]=[CH:10][N:9]=[C:8]2[Cl:20])(=[O:3])[CH3:2], predict the reactants needed to synthesize it. The reactants are: [C:1]([O:4][C:5]1[CH:6]=[C:7]2[C:12](=[CH:13][C:14]=1[O:15][CH3:16])[N:11]=[CH:10][NH:9][C:8]2=O)(=[O:3])[CH3:2].S(Cl)([Cl:20])=O. (6) Given the product [Cl:1][C:2]1[CH:7]=[C:6]([Cl:8])[CH:5]=[CH:4][C:3]=1[C:9]1[N:10]=[C:11]([C:22]([NH2:27])=[O:24])[N:12]([CH3:21])[C:13]=1[C:14]1[CH:19]=[CH:18][C:17]([Cl:20])=[CH:16][CH:15]=1, predict the reactants needed to synthesize it. The reactants are: [Cl:1][C:2]1[CH:7]=[C:6]([Cl:8])[CH:5]=[CH:4][C:3]=1[C:9]1[N:10]=[C:11]([C:22]([O:24]CC)=O)[N:12]([CH3:21])[C:13]=1[C:14]1[CH:19]=[CH:18][C:17]([Cl:20])=[CH:16][CH:15]=1.[NH3:27]. (7) Given the product [C:1]1([C:7]2([C:10]([NH:33][C:31]3[CH:30]=[CH:29][C:27]4[NH:28][C:24]([C:22]5[N:21]=[CH:20][S:19][CH:23]=5)=[N:25][C:26]=4[CH:32]=3)=[O:12])[CH2:8][CH2:9]2)[CH:2]=[CH:3][CH:4]=[CH:5][CH:6]=1, predict the reactants needed to synthesize it. The reactants are: [C:1]1([C:7]2([C:10]([OH:12])=O)[CH2:9][CH2:8]2)[CH:6]=[CH:5][CH:4]=[CH:3][CH:2]=1.C(Cl)(=O)C(Cl)=O.[S:19]1[CH:23]=[C:22]([C:24]2[NH:25][C:26]3[CH:32]=[C:31]([NH2:33])[CH:30]=[CH:29][C:27]=3[N:28]=2)[N:21]=[CH:20]1.C(N(C(C)C)CC)(C)C. (8) The reactants are: [Cl:1][C:2]1[CH:34]=[CH:33][C:5]([CH2:6][N:7]2[CH2:12][CH2:11][CH:10]([NH:13][CH2:14][C@@:15]([OH:32])([CH3:31])[CH2:16][O:17][C:18]3[CH:23]=[C:22]([F:24])[CH:21]=[CH:20][C:19]=3[CH2:25][CH2:26][C:27]([O:29]C)=[O:28])[CH2:9][CH2:8]2)=[CH:4][CH:3]=1.[OH-].[Na+].[C:37]([C:41]([OH:43])=[O:42])([F:40])([F:39])[F:38]. Given the product [F:38][C:37]([F:40])([F:39])[C:41]([OH:43])=[O:42].[F:38][C:37]([F:40])([F:39])[C:41]([OH:43])=[O:42].[Cl:1][C:2]1[CH:34]=[CH:33][C:5]([CH2:6][N:7]2[CH2:12][CH2:11][CH:10]([NH:13][CH2:14][C@@:15]([OH:32])([CH3:31])[CH2:16][O:17][C:18]3[CH:23]=[C:22]([F:24])[CH:21]=[CH:20][C:19]=3[CH2:25][CH2:26][C:27]([OH:29])=[O:28])[CH2:9][CH2:8]2)=[CH:4][CH:3]=1, predict the reactants needed to synthesize it. (9) Given the product [NH2:23][C@H:18]1[C@@H:19]([F:22])[CH2:20][O:21][C@H:15]([C:14]2[N:13]([CH3:31])[N:12]=[CH:11][C:10]=2[NH:9][C:7]([C:5]2[N:6]=[C:2]([C:34]3[CH:35]=[CH:36][CH:37]=[C:38]([F:39])[C:33]=3[Cl:32])[S:3][CH:4]=2)=[O:8])[CH2:16][CH2:17]1, predict the reactants needed to synthesize it. The reactants are: Br[C:2]1[S:3][CH:4]=[C:5]([C:7]([NH:9][C:10]2[CH:11]=[N:12][N:13]([CH3:31])[C:14]=2[C@H:15]2[O:21][CH2:20][C@H:19]([F:22])[C@H:18]([NH:23]C(=O)OC(C)(C)C)[CH2:17][CH2:16]2)=[O:8])[N:6]=1.[Cl:32][C:33]1[C:38]([F:39])=[CH:37][CH:36]=[CH:35][C:34]=1B(O)O. (10) Given the product [NH2:17][C:13]1[CH:12]=[C:11]2[C:16](=[CH:15][CH:14]=1)[N:8]([CH2:1][C:2]1[CH:3]=[CH:4][CH:5]=[CH:6][CH:7]=1)[N:9]=[CH:10]2, predict the reactants needed to synthesize it. The reactants are: [CH2:1]([N:8]1[C:16]2[C:11](=[CH:12][C:13]([N+:17]([O-])=O)=[CH:14][CH:15]=2)[CH:10]=[N:9]1)[C:2]1[CH:7]=[CH:6][CH:5]=[CH:4][CH:3]=1.[H][H].